This data is from Catalyst prediction with 721,799 reactions and 888 catalyst types from USPTO. The task is: Predict which catalyst facilitates the given reaction. (1) Reactant: [C:1]([S:5][C:6]1[CH:11]=[CH:10][C:9]([C:12]2[CH:17]=[CH:16][C:15](Br)=[CH:14][CH:13]=2)=[CH:8][CH:7]=1)([CH3:4])([CH3:3])[CH3:2].C([Li])CCC.[F:24][C:25]1[C:30]([C:31]2[C:36](F)=[C:35]([F:38])[C:34]([F:39])=[C:33]([F:40])[C:32]=2[F:41])=[C:29]([F:42])[C:28]([F:43])=[C:27]([F:44])[C:26]=1[F:45].C(=O)(O)[O-].[Na+]. The catalyst class is: 1. Product: [C:1]([S:5][C:6]1[CH:11]=[CH:10][C:9]([C:12]2[CH:17]=[CH:16][C:15]([C:36]3[C:31]([C:30]4[C:29]([F:42])=[C:28]([F:43])[C:27]([F:44])=[C:26]([F:45])[C:25]=4[F:24])=[C:32]([F:41])[C:33]([F:40])=[C:34]([F:39])[C:35]=3[F:38])=[CH:14][CH:13]=2)=[CH:8][CH:7]=1)([CH3:4])([CH3:3])[CH3:2]. (2) Reactant: C1(OC)C=CC=CC=1.FC(F)(F)C(O)=O.C([O:20][C:21](=[O:34])[CH2:22][O:23][C:24]1[CH:29]=[CH:28][CH:27]=[C:26]([C:30]([O:32][CH3:33])=[O:31])[CH:25]=1)(C)(C)C. Product: [CH3:33][O:32][C:30]([C:26]1[CH:25]=[C:24]([CH:29]=[CH:28][CH:27]=1)[O:23][CH2:22][C:21]([OH:34])=[O:20])=[O:31]. The catalyst class is: 2. (3) Reactant: [F:1][C:2]1[N:7]=[CH:6][C:5]([NH2:8])=[CH:4][CH:3]=1.C([Mg]Cl)(C)C.[CH:14]1([C:17]2[CH:21]=[C:20]([NH:22][C:23]3[C:24]4[CH2:41][CH2:40][CH2:39][C:25]=4[N:26]=[C:27]([N:29]4[CH2:34][CH2:33][CH2:32][CH2:31][CH:30]4[C:35](OC)=[O:36])[N:28]=3)[NH:19][N:18]=2)[CH2:16][CH2:15]1. Product: [CH:14]1([C:17]2[CH:21]=[C:20]([NH:22][C:23]3[C:24]4[CH2:41][CH2:40][CH2:39][C:25]=4[N:26]=[C:27]([N:29]4[CH2:34][CH2:33][CH2:32][CH2:31][CH:30]4[C:35]([NH:8][C:5]4[CH:6]=[N:7][C:2]([F:1])=[CH:3][CH:4]=4)=[O:36])[N:28]=3)[NH:19][N:18]=2)[CH2:15][CH2:16]1. The catalyst class is: 1. (4) Reactant: [CH3:1][S-:2].[Na+].[Cl:4][C:5]1[N:6]=[C:7]([N:20]2[CH2:25][CH2:24][O:23][CH2:22][CH2:21]2)[C:8]2[N:14]=[C:13]([C:15]([O:17][CH3:18])=[O:16])[CH:12]=[C:11](Cl)[C:9]=2[N:10]=1.O. Product: [Cl:4][C:5]1[N:6]=[C:7]([N:20]2[CH2:25][CH2:24][O:23][CH2:22][CH2:21]2)[C:8]2[N:14]=[C:13]([C:15]([O:17][CH3:18])=[O:16])[CH:12]=[C:11]([S:2][CH3:1])[C:9]=2[N:10]=1. The catalyst class is: 1. (5) Reactant: [N:1]12[CH2:8][CH2:7][C:4]([C:9]([C:16]3[S:17][CH:18]=[CH:19][CH:20]=3)([C:11]3[S:12][CH:13]=[CH:14][CH:15]=3)[OH:10])([CH2:5][CH2:6]1)[CH2:3][CH2:2]2.[Br:21][CH2:22][CH2:23][C:24]1[CH:29]=[CH:28][CH:27]=[CH:26][CH:25]=1. Product: [Br-:21].[OH:10][C:9]([C:16]1[S:17][CH:18]=[CH:19][CH:20]=1)([C:11]1[S:12][CH:13]=[CH:14][CH:15]=1)[C:4]12[CH2:5][CH2:6][N+:1]([CH2:22][CH2:23][C:24]3[CH:29]=[CH:28][CH:27]=[CH:26][CH:25]=3)([CH2:8][CH2:7]1)[CH2:2][CH2:3]2. The catalyst class is: 5. (6) The catalyst class is: 101. Reactant: Br[C:2]1[CH:20]=[CH:19][CH:18]=[CH:17][C:3]=1[O:4][C:5]1[CH:10]=[CH:9][C:8]([C:11]2[CH:16]=[CH:15][CH:14]=[CH:13][CH:12]=2)=[CH:7][CH:6]=1.[CH3:21][CH:22]1[CH2:27][NH:26][CH2:25][CH2:24][NH:23]1.C1C=CC(P(C2C=CC3C(=CC=CC=3)C=2C2C3C(=CC=CC=3)C=CC=2P(C2C=CC=CC=2)C2C=CC=CC=2)C2C=CC=CC=2)=CC=1. Product: [C:8]1([C:11]2[CH:16]=[CH:15][CH:14]=[CH:13][CH:12]=2)[CH:9]=[CH:10][C:5]([O:4][C:3]2[CH:17]=[CH:18][CH:19]=[CH:20][C:2]=2[N:26]2[CH2:25][CH2:24][NH:23][CH:22]([CH3:21])[CH2:27]2)=[CH:6][CH:7]=1.